This data is from Reaction yield outcomes from USPTO patents with 853,638 reactions. The task is: Predict the reaction yield, written as a fraction of the theoretical maximum amount of product (1.0 means a 100% yield; for example, 0.34 means a 34% yield). The reactants are [NH2:1][C:2]1[S:3][C@:4]2(/[CH:28]=[CH:29]/[C:30](OCC)=[O:31])[C@H:6]([C@:7]([C:11]3[CH:16]=[C:15]([NH:17][C:18](=[O:26])[C:19]4[CH:24]=[CH:23][C:22]([Cl:25])=[CH:21][N:20]=4)[CH:14]=[CH:13][C:12]=3[F:27])([CH2:9][F:10])[N:8]=1)[CH2:5]2.[BH4-].[Li+].CO. The catalyst is C1COCC1. The product is [NH2:1][C:2]1[S:3][C@:4]2([CH2:28][CH2:29][CH2:30][OH:31])[C@H:6]([C@:7]([C:11]3[CH:16]=[C:15]([NH:17][C:18](=[O:26])[C:19]4[CH:24]=[CH:23][C:22]([Cl:25])=[CH:21][N:20]=4)[CH:14]=[CH:13][C:12]=3[F:27])([CH2:9][F:10])[N:8]=1)[CH2:5]2. The yield is 0.590.